This data is from hERG potassium channel inhibition data for cardiac toxicity prediction from Karim et al.. The task is: Regression/Classification. Given a drug SMILES string, predict its toxicity properties. Task type varies by dataset: regression for continuous values (e.g., LD50, hERG inhibition percentage) or binary classification for toxic/non-toxic outcomes (e.g., AMES mutagenicity, cardiotoxicity, hepatotoxicity). Dataset: herg_karim. (1) The drug is O=C(CNC(=O)c1cccc(C(F)(F)F)c1)NC1CN([C@H]2CC[C@@](O)(c3ccc(OCC(F)(F)F)nc3)CC2)C1. The result is 1 (blocker). (2) The molecule is Cc1cc(CCN2CCN(C(=O)Cc3ccc(-n4cnnn4)cc3)CC2)cc2c1C(=O)OC2. The result is 0 (non-blocker).